Dataset: Reaction yield outcomes from USPTO patents with 853,638 reactions. Task: Predict the reaction yield, written as a fraction of the theoretical maximum amount of product (1.0 means a 100% yield; for example, 0.34 means a 34% yield). The reactants are C([CH:3]([C:7](Cl)=[O:8])[C:4](Cl)=[O:5])C.[C:10]1([C:16]2[N:17]=[C:18]([NH2:21])[S:19][CH:20]=2)[CH:15]=[CH:14][CH:13]=[CH:12][CH:11]=1.CCN([CH:28]([CH3:30])C)C(C)C.[OH2:31]. The catalyst is C(Cl)(Cl)Cl. The product is [CH2:28]([O:31][C:7](=[O:8])[CH2:3][C:4]([NH:21][C:18]1[S:19][CH:20]=[C:16]([C:10]2[CH:11]=[CH:12][CH:13]=[CH:14][CH:15]=2)[N:17]=1)=[O:5])[CH3:30]. The yield is 0.460.